Dataset: Forward reaction prediction with 1.9M reactions from USPTO patents (1976-2016). Task: Predict the product of the given reaction. Given the reactants [Cl:1][C:2]1[CH:25]=[CH:24][C:5]([CH2:6][NH:7][C:8]([C:10]2[C:11](=[O:23])[C:12]3[S:19][C:18]([CH2:20]Cl)=[C:17]([CH3:22])[C:13]=3[N:14]([CH3:16])[CH:15]=2)=[O:9])=[CH:4][CH:3]=1.[CH3:26][NH:27][CH2:28][CH:29]([C:31]1[CH:36]=[C:35]([F:37])[C:34]([F:38])=[C:33]([F:39])[CH:32]=1)[OH:30].C(N(C(C)C)CC)(C)C, predict the reaction product. The product is: [Cl:1][C:2]1[CH:25]=[CH:24][C:5]([CH2:6][NH:7][C:8]([C:10]2[C:11](=[O:23])[C:12]3[S:19][C:18]([CH2:20][N:27]([CH2:28][CH:29]([OH:30])[C:31]4[CH:32]=[C:33]([F:39])[C:34]([F:38])=[C:35]([F:37])[CH:36]=4)[CH3:26])=[C:17]([CH3:22])[C:13]=3[N:14]([CH3:16])[CH:15]=2)=[O:9])=[CH:4][CH:3]=1.